From a dataset of Reaction yield outcomes from USPTO patents with 853,638 reactions. Predict the reaction yield, written as a fraction of the theoretical maximum amount of product (1.0 means a 100% yield; for example, 0.34 means a 34% yield). (1) The reactants are Cl.[NH2:2][CH2:3][C:4]1[CH:13]=[CH:12][C:7]([C:8]([O:10][CH3:11])=[O:9])=[CH:6][CH:5]=1.CCN(CC)CC.[Cl:21][C:22]1[CH:27]=[CH:26][C:25]([S:28](Cl)(=[O:30])=[O:29])=[CH:24][CH:23]=1.O. The catalyst is ClCCl. The product is [Cl:21][C:22]1[CH:27]=[CH:26][C:25]([S:28]([NH:2][CH2:3][C:4]2[CH:5]=[CH:6][C:7]([C:8]([O:10][CH3:11])=[O:9])=[CH:12][CH:13]=2)(=[O:30])=[O:29])=[CH:24][CH:23]=1. The yield is 0.900. (2) The reactants are [CH3:1][C:2]1([CH3:16])[C:6]([CH3:8])([CH3:7])[O:5][B:4]([C:9]2[CH:10]=[C:11]([CH:13]=[CH:14][CH:15]=2)[NH2:12])[O:3]1.[CH:17]1[CH:22]=[C:21]2[C:23]([N:25]([CH2:28][C:29](O)=[O:30])[C:26](=[O:27])[C:20]2=[CH:19][CH:18]=1)=[O:24].C1C=CC2N(O)N=NC=2C=1. The catalyst is CN(C=O)C. The product is [O:24]=[C:23]1[C:21]2[C:20](=[CH:19][CH:18]=[CH:17][CH:22]=2)[C:26](=[O:27])[N:25]1[CH2:28][C:29]([NH:12][C:11]1[CH:13]=[CH:14][CH:15]=[C:9]([B:4]2[O:3][C:2]([CH3:16])([CH3:1])[C:6]([CH3:7])([CH3:8])[O:5]2)[CH:10]=1)=[O:30]. The yield is 0.600. (3) The reactants are F[C:2]1[C:7](F)=[C:6](I)C=C[C:3]=1[C:10]1C=[CH:14][C:13](C2C=CC(CCC)=CC=2)=[CH:12][C:11]=1F.OCC(C)(CO)C.CC(C)=O. The catalyst is CC(O)C.CC([O-])=O.CC([O-])=O.[Pd+2]. The product is [CH3:6][CH2:7][CH2:2][CH2:3][CH2:10][CH2:11][CH2:12][CH2:13][CH3:14]. The yield is 0.650.